This data is from Catalyst prediction with 721,799 reactions and 888 catalyst types from USPTO. The task is: Predict which catalyst facilitates the given reaction. (1) Reactant: [Cl:1][C:2]1[CH:3]=[C:4]([CH2:9][S:10]([NH:13][C:14]2[N:15]=[N:16][C:17]([S:22]([CH2:25][CH3:26])(=[O:24])=[O:23])=[CH:18][C:19]=2[O:20]C)(=[O:12])=[O:11])[CH:5]=[C:6]([Cl:8])[CH:7]=1. Product: [Cl:1][C:2]1[CH:3]=[C:4]([CH2:9][S:10]([NH:13][C:14]2[N:15]=[N:16][C:17]([S:22]([CH2:25][CH3:26])(=[O:24])=[O:23])=[CH:18][C:19]=2[OH:20])(=[O:11])=[O:12])[CH:5]=[C:6]([Cl:8])[CH:7]=1. The catalyst class is: 89. (2) The catalyst class is: 14. Product: [CH:20]1([CH2:26][NH:27][C:2]2[CH:7]=[CH:6][C:5]([NH:8][S:9]([C:12]3[S:13][CH:14]=[CH:15][CH:16]=3)(=[O:11])=[O:10])=[CH:4][C:3]=2[N+:17]([O-:19])=[O:18])[CH2:25][CH2:24][CH2:23][CH2:22][CH2:21]1. Reactant: F[C:2]1[CH:7]=[CH:6][C:5]([NH:8][S:9]([C:12]2[S:13][CH:14]=[CH:15][CH:16]=2)(=[O:11])=[O:10])=[CH:4][C:3]=1[N+:17]([O-:19])=[O:18].[CH:20]1([CH2:26][NH2:27])[CH2:25][CH2:24][CH2:23][CH2:22][CH2:21]1. (3) Reactant: [Mg].[CH3:2][CH2:3][O:4][C:5]([C@H:7]1[CH2:11][CH2:10][C:9](=[O:12])[N:8]1[C:13]([O:15][C:16]([CH3:19])([CH3:18])[CH3:17])=[O:14])=[O:6].O.Br[C:22]1[CH:27]=[C:26]([F:28])[C:25]([F:29])=[CH:24][C:23]=1[F:30]. Product: [C:16]([O:15][C:13]([NH:8][C@H:7]([CH2:11][CH2:10][C:9]([C:22]1[CH:27]=[C:26]([F:28])[C:25]([F:29])=[CH:24][C:23]=1[F:30])=[O:12])[C:5]([O:4][CH2:3][CH3:2])=[O:6])=[O:14])([CH3:19])([CH3:18])[CH3:17]. The catalyst class is: 7. (4) Reactant: [Br:1][C:2]1[S:6][C:5]([CH:7]([OH:12])[C:8]([F:11])([F:10])[F:9])=[CH:4][CH:3]=1.CC(OI1(OC(C)=O)(OC(C)=O)OC(=O)C2C=CC=CC1=2)=O. Product: [Br:1][C:2]1[S:6][C:5]([C:7](=[O:12])[C:8]([F:9])([F:10])[F:11])=[CH:4][CH:3]=1. The catalyst class is: 2.